From a dataset of NCI-60 drug combinations with 297,098 pairs across 59 cell lines. Regression. Given two drug SMILES strings and cell line genomic features, predict the synergy score measuring deviation from expected non-interaction effect. (1) Drug 1: CN1CCC(CC1)COC2=C(C=C3C(=C2)N=CN=C3NC4=C(C=C(C=C4)Br)F)OC. Drug 2: CN(C(=O)NC(C=O)C(C(C(CO)O)O)O)N=O. Cell line: NCI-H460. Synergy scores: CSS=1.44, Synergy_ZIP=-1.49, Synergy_Bliss=-1.26, Synergy_Loewe=-4.43, Synergy_HSA=-1.17. (2) Drug 1: CCCCCOC(=O)NC1=NC(=O)N(C=C1F)C2C(C(C(O2)C)O)O. Drug 2: C1C(C(OC1N2C=NC3=C2NC=NCC3O)CO)O. Cell line: UACC-257. Synergy scores: CSS=-4.66, Synergy_ZIP=3.53, Synergy_Bliss=3.78, Synergy_Loewe=-0.843, Synergy_HSA=-1.09. (3) Drug 1: CC12CCC3C(C1CCC2=O)CC(=C)C4=CC(=O)C=CC34C. Drug 2: C1=CN(C(=O)N=C1N)C2C(C(C(O2)CO)O)O.Cl. Cell line: UO-31. Synergy scores: CSS=49.1, Synergy_ZIP=1.49, Synergy_Bliss=0.376, Synergy_Loewe=2.32, Synergy_HSA=2.75. (4) Drug 1: CC1C(C(=O)NC(C(=O)N2CCCC2C(=O)N(CC(=O)N(C(C(=O)O1)C(C)C)C)C)C(C)C)NC(=O)C3=C4C(=C(C=C3)C)OC5=C(C(=O)C(=C(C5=N4)C(=O)NC6C(OC(=O)C(N(C(=O)CN(C(=O)C7CCCN7C(=O)C(NC6=O)C(C)C)C)C)C(C)C)C)N)C. Drug 2: CC1=C(C(=CC=C1)Cl)NC(=O)C2=CN=C(S2)NC3=CC(=NC(=N3)C)N4CCN(CC4)CCO. Cell line: HCC-2998. Synergy scores: CSS=12.1, Synergy_ZIP=-0.630, Synergy_Bliss=-1.52, Synergy_Loewe=-2.77, Synergy_HSA=-3.42. (5) Drug 1: CCC1(C2=C(COC1=O)C(=O)N3CC4=CC5=C(C=CC(=C5CN(C)C)O)N=C4C3=C2)O. Drug 2: CCC1=C2N=C(C=C(N2N=C1)NCC3=C[N+](=CC=C3)[O-])N4CCCCC4CCO. Cell line: UACC62. Synergy scores: CSS=72.7, Synergy_ZIP=1.46, Synergy_Bliss=1.10, Synergy_Loewe=0.729, Synergy_HSA=6.33. (6) Drug 1: CC1C(C(CC(O1)OC2CC(CC3=C2C(=C4C(=C3O)C(=O)C5=C(C4=O)C(=CC=C5)OC)O)(C(=O)CO)O)N)O.Cl. Drug 2: B(C(CC(C)C)NC(=O)C(CC1=CC=CC=C1)NC(=O)C2=NC=CN=C2)(O)O. Cell line: HS 578T. Synergy scores: CSS=68.9, Synergy_ZIP=-1.08, Synergy_Bliss=-2.23, Synergy_Loewe=-0.704, Synergy_HSA=-0.501. (7) Drug 1: CC1C(C(CC(O1)OC2CC(CC3=C2C(=C4C(=C3O)C(=O)C5=C(C4=O)C(=CC=C5)OC)O)(C(=O)C)O)N)O.Cl. Drug 2: CN(C(=O)NC(C=O)C(C(C(CO)O)O)O)N=O. Cell line: NCI-H522. Synergy scores: CSS=6.00, Synergy_ZIP=-6.50, Synergy_Bliss=-2.42, Synergy_Loewe=-1.33, Synergy_HSA=-1.12.